Dataset: Catalyst prediction with 721,799 reactions and 888 catalyst types from USPTO. Task: Predict which catalyst facilitates the given reaction. (1) Product: [CH2:45]([O:44][C:42]([C:41]1[C:40]([C:37]2[CH:38]=[CH:39][N:34]=[CH:35][CH:36]=2)=[C:21]([C:22]2[CH:23]=[CH:24][C:25]([F:28])=[CH:26][CH:27]=2)[NH:29][CH:30]=1)=[O:43])[CH3:46]. The catalyst class is: 7. Reactant: C([Li])CCC.CCCCCC.C1(C)C=CC(S([CH:21]([N+:29]#[C-:30])[C:22]2[CH:27]=[CH:26][C:25]([F:28])=[CH:24][CH:23]=2)(=O)=O)=CC=1.[Br-].[Li+].[N:34]1[CH:39]=[CH:38][C:37]([CH:40]=[CH:41][C:42]([O:44][CH2:45][CH3:46])=[O:43])=[CH:36][CH:35]=1. (2) The catalyst class is: 33. Reactant: [Cl:1][CH2:2][C:3]1[N:4]=[C:5]([C:8]2[CH:17]=[CH:16][C:11]([C:12]([O:14]C)=[O:13])=[CH:10][CH:9]=2)[S:6][CH:7]=1. Product: [Cl:1][CH2:2][C:3]1[N:4]=[C:5]([C:8]2[CH:9]=[CH:10][C:11]([C:12]([OH:14])=[O:13])=[CH:16][CH:17]=2)[S:6][CH:7]=1. (3) Reactant: [NH2:1][C@H:2]([C:5]([OH:7])=[O:6])[CH2:3][SH:4].[C:8]([OH:13])(=[O:12])[C:9]([CH3:11])=O. Product: [CH3:11][C:9]1([C:8]([OH:13])=[O:12])[NH:1][CH:2]([C:5]([OH:7])=[O:6])[CH2:3][S:4]1. The catalyst class is: 8. (4) Reactant: [NH2:1][CH2:2][CH2:3][CH2:4][S:5]([OH:8])(=[O:7])=[O:6].[OH-].[Na+].[C:11](Cl)(=[O:16])[C:12]([CH3:15])([CH3:14])[CH3:13]. Product: [C:11]([NH:1][CH2:2][CH2:3][CH2:4][S:5]([OH:8])(=[O:7])=[O:6])(=[O:16])[C:12]([CH3:15])([CH3:14])[CH3:13]. The catalyst class is: 38. (5) Reactant: Cl[C:2]1[CH:3]=[CH:4][C:5]2[C:15]3[C:10](=[CH:11][N:12]=[CH:13][CH:14]=3)[CH:9]([CH:16]3[CH2:18][CH2:17]3)[O:8][C:6]=2[CH:7]=1.[OH:19][CH2:20][C@@H:21]([NH:26][C:27](=[O:33])[O:28][C:29]([CH3:32])([CH3:31])[CH3:30])[CH2:22][CH:23]([CH3:25])[CH3:24].C(=O)([O-])[O-].[Cs+].[Cs+].C(P(C(C)(C)C)C1C=CC=CC=1C1C(C(C)C)=CC(C(C)C)=CC=1C(C)C)(C)(C)C. Product: [C:29]([O:28][C:27](=[O:33])[NH:26][C@@H:21]([CH2:22][CH:23]([CH3:24])[CH3:25])[CH2:20][O:19][C:2]1[CH:3]=[CH:4][C:5]2[C:15]3[C:10](=[CH:11][N:12]=[CH:13][CH:14]=3)[CH:9]([CH:16]3[CH2:18][CH2:17]3)[O:8][C:6]=2[CH:7]=1)([CH3:32])([CH3:31])[CH3:30]. The catalyst class is: 164.